This data is from Reaction yield outcomes from USPTO patents with 853,638 reactions. The task is: Predict the reaction yield, written as a fraction of the theoretical maximum amount of product (1.0 means a 100% yield; for example, 0.34 means a 34% yield). (1) The reactants are [Cl:1][C:2]1[C:7](=[O:8])[N:6]([C:9]2[CH:10]=[C:11]([CH:15]=[CH:16][C:17]=2[CH3:18])[C:12](O)=[O:13])[C:5]([CH3:19])=[N:4][C:3]=1[O:20][CH2:21][C:22]1[CH:27]=[CH:26][CH:25]=[C:24]([O:28][CH3:29])[CH:23]=1.[C:30](N1C=CN=C1)(N1C=CN=C1)=O.Cl.[CH3:43][N:44](C)[OH:45].C(N(CC)CC)C. The catalyst is O1CCCC1. The product is [Cl:1][C:2]1[C:7](=[O:8])[N:6]([C:9]2[CH:10]=[C:11]([CH:15]=[CH:16][C:17]=2[CH3:18])[C:12]([N:44]([O:45][CH3:30])[CH3:43])=[O:13])[C:5]([CH3:19])=[N:4][C:3]=1[O:20][CH2:21][C:22]1[CH:27]=[CH:26][CH:25]=[C:24]([O:28][CH3:29])[CH:23]=1. The yield is 0.780. (2) The reactants are [NH2:1][C:2]1[CH:3]=[C:4]([N:8]2[C:14](=[O:15])[CH2:13][C:12](=[O:16])[NH:11][C:10]3[C:17]4[C:22]([CH:23]=[CH:24][C:9]2=3)=[CH:21][CH:20]=[CH:19][CH:18]=4)[CH:5]=[CH:6][CH:7]=1.[CH:25]1[C:34]2[C:29](=[CH:30][CH:31]=[CH:32][CH:33]=2)[CH:28]=[CH:27][C:26]=1[S:35](Cl)(=[O:37])=[O:36]. No catalyst specified. The product is [O:16]=[C:12]1[NH:11][C:10]2[C:17]3[C:22]([CH:23]=[CH:24][C:9]=2[N:8]([C:4]2[CH:3]=[C:2]([NH:1][S:35]([C:26]4[CH:27]=[CH:28][C:29]5[C:34](=[CH:33][CH:32]=[CH:31][CH:30]=5)[CH:25]=4)(=[O:37])=[O:36])[CH:7]=[CH:6][CH:5]=2)[C:14](=[O:15])[CH2:13]1)=[CH:21][CH:20]=[CH:19][CH:18]=3. The yield is 1.00. (3) The reactants are F[B-](F)(F)F.N1(OC(N(C)C)=[N+](C)C)C2C=CC=CC=2N=N1.[Cl:23][C:24]1[CH:28]=[N:27][N:26]([CH3:29])[C:25]=1[C:30]([OH:32])=O.[N:33]1([C:39]2[N:44]3[CH:45]=[C:46]([C:48]4[CH:53]=[CH:52][CH:51]=[CH:50][CH:49]=4)[N:47]=[C:43]3[CH:42]=[C:41]([NH2:54])[N:40]=2)[CH2:38][CH2:37][O:36][CH2:35][CH2:34]1. The catalyst is CN(C=O)C.C(OCC)(=O)C. The product is [N:33]1([C:39]2[N:44]3[CH:45]=[C:46]([C:48]4[CH:53]=[CH:52][CH:51]=[CH:50][CH:49]=4)[N:47]=[C:43]3[CH:42]=[C:41]([NH:54][C:30]([C:25]3[N:26]([CH3:29])[N:27]=[CH:28][C:24]=3[Cl:23])=[O:32])[N:40]=2)[CH2:38][CH2:37][O:36][CH2:35][CH2:34]1. The yield is 0.0110. (4) The reactants are C[O:2][C:3](=[O:17])[C:4]1[CH:9]=[C:8]([C:10](=[O:14])[CH:11]([CH3:13])[CH3:12])[CH:7]=[CH:6][C:5]=1[O:15][CH3:16].[OH-].[Na+].Cl. The catalyst is CO. The product is [C:10]([C:8]1[CH:7]=[CH:6][C:5]([O:15][CH3:16])=[C:4]([CH:9]=1)[C:3]([OH:17])=[O:2])(=[O:14])[CH:11]([CH3:13])[CH3:12]. The yield is 1.00. (5) The reactants are [NH2:1][CH:2]([CH2:6][C:7]1[CH:12]=[CH:11][C:10]([OH:13])=[CH:9][CH:8]=1)[C:3]([OH:5])=[O:4].Cl[C:15]1[N:20]=[C:19](Cl)[C:18]([N+:22]([O-:24])=[O:23])=[CH:17][N:16]=1.C([N:28]([CH2:32][CH3:33])[CH:29]([CH3:31])C)(C)C.[CH2:34](NCC)C.[CH2:39]1[CH2:43]OC[CH2:40]1. The catalyst is C(OCC)C. The product is [CH2:32]([N:28]([CH2:29][CH3:31])[C:15]1[N:20]=[C:19]([NH:1][CH:2]([CH2:6][C:7]2[CH:8]=[CH:9][C:10]([OH:13])=[CH:11][CH:12]=2)[C:3]([O:5][C:39]([CH3:40])([CH3:43])[CH3:34])=[O:4])[C:18]([N+:22]([O-:24])=[O:23])=[CH:17][N:16]=1)[CH3:33]. The yield is 0.670. (6) The reactants are [F:1][C:2]1[CH:7]=[C:6]([F:8])[CH:5]=[CH:4][C:3]=1[OH:9].C(P(CCCC)CCCC)CCC.[CH:23]1([C:26]2[CH:27]=[CH:28][C:29]([CH:42]([C:44]3[CH:49]=[CH:48][C:47]([S:50]([CH:53]4[CH2:55][CH2:54]4)(=[O:52])=[O:51])=[CH:46][CH:45]=3)O)=[N:30][C:31]=2[O:32][CH2:33][C:34]2[CH:39]=[CH:38][C:37]([O:40][CH3:41])=[CH:36][CH:35]=2)[CH2:25][CH2:24]1.C(=O)([O-])[O-].[K+].[K+]. The catalyst is O1CCCC1.O. The product is [CH:23]1([C:26]2[C:31]([O:32][CH2:33][C:34]3[CH:35]=[CH:36][C:37]([O:40][CH3:41])=[CH:38][CH:39]=3)=[N:30][C:29]([CH:42]([C:44]3[CH:45]=[CH:46][C:47]([S:50]([CH:53]4[CH2:54][CH2:55]4)(=[O:52])=[O:51])=[CH:48][CH:49]=3)[O:9][C:3]3[CH:4]=[CH:5][C:6]([F:8])=[CH:7][C:2]=3[F:1])=[CH:28][CH:27]=2)[CH2:25][CH2:24]1. The yield is 0.770. (7) The yield is 0.950. The catalyst is O1CCOCC1.O.C1C=CC(/C=C/C(/C=C/C2C=CC=CC=2)=O)=CC=1.C1C=CC(/C=C/C(/C=C/C2C=CC=CC=2)=O)=CC=1.C1C=CC(/C=C/C(/C=C/C2C=CC=CC=2)=O)=CC=1.[Pd].[Pd]. The product is [CH3:15][C@H:7]1[CH2:6][NH:5][C:4]2[C:9](=[CH:10][CH:11]=[C:2]([C:23]3[CH:24]=[CH:25][C:20]([S:17]([CH3:16])(=[O:19])=[O:18])=[CH:21][CH:22]=3)[CH:3]=2)[N:8]1[C:12](=[O:14])[CH3:13]. The reactants are Br[C:2]1[CH:3]=[C:4]2[C:9](=[CH:10][CH:11]=1)[N:8]([C:12](=[O:14])[CH3:13])[C@@H:7]([CH3:15])[CH2:6][NH:5]2.[CH3:16][S:17]([C:20]1[CH:25]=[CH:24][C:23](B(O)O)=[CH:22][CH:21]=1)(=[O:19])=[O:18].CC(C1C=C(C(C)C)C(C2C=CC=CC=2P(C2CCCCC2)C2CCCCC2)=C(C(C)C)C=1)C.C(=O)([O-])[O-].[Cs+].[Cs+].